Dataset: Forward reaction prediction with 1.9M reactions from USPTO patents (1976-2016). Task: Predict the product of the given reaction. Given the reactants [CH3:1][O:2][CH:3]([O:13][CH3:14])[C:4]1[NH:5][CH:6]=[C:7]([C:9]([F:12])([F:11])[F:10])[N:8]=1.F[C:16]1[CH:21]=[CH:20][C:19]([N+:22]([O-:24])=[O:23])=[CH:18][CH:17]=1.C([O-])([O-])=O.[K+].[K+], predict the reaction product. The product is: [CH3:14][O:13][CH:3]([O:2][CH3:1])[C:4]1[N:5]([C:16]2[CH:21]=[CH:20][C:19]([N+:22]([O-:24])=[O:23])=[CH:18][CH:17]=2)[CH:6]=[C:7]([C:9]([F:12])([F:11])[F:10])[N:8]=1.